Dataset: Blood-brain barrier permeability classification from the B3DB database. Task: Regression/Classification. Given a drug SMILES string, predict its absorption, distribution, metabolism, or excretion properties. Task type varies by dataset: regression for continuous measurements (e.g., permeability, clearance, half-life) or binary classification for categorical outcomes (e.g., BBB penetration, CYP inhibition). Dataset: b3db_classification. (1) The molecule is CCOC(=O)[C@H](CCc1ccccc1)N[C@@H](C)C(=O)N1CCC[C@H]1C(=O)O. The result is 0 (does not penetrate BBB). (2) The drug is CCCCCCC(C)(C)c1cc(O)c2c(c1)OC(C)(C)[C@H]1CCC(=O)C[C@H]21. The result is 1 (penetrates BBB). (3) The molecule is Cc1ccccc1OCC(O)CNCCOc1ccc(C(N)=O)cc1. The result is 0 (does not penetrate BBB).